Dataset: Peptide-MHC class II binding affinity with 134,281 pairs from IEDB. Task: Regression. Given a peptide amino acid sequence and an MHC pseudo amino acid sequence, predict their binding affinity value. This is MHC class II binding data. (1) The peptide sequence is EKTYFAATQFEPLAA. The MHC is HLA-DPA10201-DPB10101 with pseudo-sequence HLA-DPA10201-DPB10101. The binding affinity (normalized) is 0.745. (2) The peptide sequence is NPMTVFWSKMAQSMT. The MHC is DRB1_1001 with pseudo-sequence DRB1_1001. The binding affinity (normalized) is 0.465. (3) The peptide sequence is GELQIVDKIDAAFKA. The MHC is DRB1_0401 with pseudo-sequence DRB1_0401. The binding affinity (normalized) is 0.345. (4) The peptide sequence is GWPYIGSRSQILGRS. The MHC is DRB1_0405 with pseudo-sequence DRB1_0405. The binding affinity (normalized) is 0.593. (5) The peptide sequence is WQTLSAALDAQAVEL. The MHC is HLA-DPA10103-DPB10201 with pseudo-sequence HLA-DPA10103-DPB10201. The binding affinity (normalized) is 0.331. (6) The peptide sequence is EKKGFAATQFEPLAA. The MHC is HLA-DPA10301-DPB10402 with pseudo-sequence HLA-DPA10301-DPB10402. The binding affinity (normalized) is 0.807.